Dataset: Peptide-MHC class II binding affinity with 134,281 pairs from IEDB. Task: Regression. Given a peptide amino acid sequence and an MHC pseudo amino acid sequence, predict their binding affinity value. This is MHC class II binding data. (1) The peptide sequence is FYADDTAGWDTRITE. The MHC is HLA-DQA10303-DQB10402 with pseudo-sequence HLA-DQA10303-DQB10402. The binding affinity (normalized) is 0.362. (2) The peptide sequence is YEAFVLHFSEALHII. The MHC is DRB1_1602 with pseudo-sequence DRB1_1602. The binding affinity (normalized) is 0.754. (3) The MHC is DRB1_0101 with pseudo-sequence DRB1_0101. The peptide sequence is TVKYPNLNDLEKLKD. The binding affinity (normalized) is 0.0583. (4) The binding affinity (normalized) is 0.222. The MHC is DRB1_0701 with pseudo-sequence DRB1_0701. The peptide sequence is QVPSASMGRDIKVQF. (5) The MHC is DRB1_0401 with pseudo-sequence DRB1_0401. The binding affinity (normalized) is 0.285. The peptide sequence is QVFQVSHSFPHPLYD. (6) The peptide sequence is AELMILIATNLLGQN. The MHC is DRB3_0101 with pseudo-sequence DRB3_0101. The binding affinity (normalized) is 0.204. (7) The peptide sequence is AVTFVNAPALAAERG. The MHC is HLA-DPA10201-DPB10101 with pseudo-sequence HLA-DPA10201-DPB10101. The binding affinity (normalized) is 0.540. (8) The peptide sequence is FKTFEAAFTSSSKAA. The MHC is HLA-DPA10103-DPB10401 with pseudo-sequence HLA-DPA10103-DPB10401. The binding affinity (normalized) is 0.317.